Dataset: Full USPTO retrosynthesis dataset with 1.9M reactions from patents (1976-2016). Task: Predict the reactants needed to synthesize the given product. (1) Given the product [Br:12][C:8]1[C:9]([F:11])=[CH:10][C:2]([Cl:18])=[C:3]([CH:7]=1)[C:4]([OH:6])=[O:5], predict the reactants needed to synthesize it. The reactants are: N[C:2]1[CH:10]=[C:9]([F:11])[C:8]([Br:12])=[CH:7][C:3]=1[C:4]([OH:6])=[O:5].[N+]([O-])([O-])=O.[Na+].[ClH:18]. (2) The reactants are: Br[C:2]1[C:3]2[C:4]3[CH:17]=[CH:16][S:15][C:5]=3[C:6](=[O:14])[NH:7][C:8]=2[CH:9]=[CH:10][C:11]=1[O:12][CH3:13].[C:18]([O:22][C:23](=[O:44])[N:24]([CH3:43])[CH2:25][C@H:26]([C:28]1[CH:33]=[CH:32][C:31](B2OC(C)(C)C(C)(C)O2)=[CH:30][CH:29]=1)[CH3:27])([CH3:21])([CH3:20])[CH3:19]. Given the product [CH3:13][O:12][C:11]1[CH:10]=[CH:9][C:8]2[NH:7][C:6](=[O:14])[C:5]3[S:15][CH:16]=[CH:17][C:4]=3[C:3]=2[C:2]=1[C:31]1[CH:30]=[CH:29][C:28]([C@H:26]([CH3:27])[CH2:25][N:24]([CH3:43])[C:23](=[O:44])[O:22][C:18]([CH3:19])([CH3:21])[CH3:20])=[CH:33][CH:32]=1, predict the reactants needed to synthesize it. (3) Given the product [O:21]1[CH2:26][CH2:25][CH:24]([NH:27][C:2]2[CH:3]=[CH:4][C:5]3[N:6]([C:8]([C:11]4[CH:16]=[CH:15][CH:14]=[C:13]([C:17]([F:20])([F:19])[F:18])[CH:12]=4)=[N:9][N:10]=3)[CH:7]=2)[CH2:23][CH2:22]1, predict the reactants needed to synthesize it. The reactants are: I[C:2]1[CH:3]=[CH:4][C:5]2[N:6]([C:8]([C:11]3[CH:16]=[CH:15][CH:14]=[C:13]([C:17]([F:20])([F:19])[F:18])[CH:12]=3)=[N:9][N:10]=2)[CH:7]=1.[O:21]1[CH2:26][CH2:25][CH:24]([NH2:27])[CH2:23][CH2:22]1.C1C=CC(P(C2C=CC3C(=CC=CC=3)C=2C2C3C(=CC=CC=3)C=CC=2P(C2C=CC=CC=2)C2C=CC=CC=2)C2C=CC=CC=2)=CC=1.C([O-])([O-])=O.[Cs+].[Cs+]. (4) Given the product [C:1]([O:5][C:6]([N:8]1[CH2:13][CH2:12][CH2:11][CH:10]([CH2:14][NH:15][C:16]2[C:21]([C:22]3[CH:23]=[N:24][N:25]([CH3:27])[CH:26]=3)=[CH:20][N:19]=[C:18]([C:45]3[CH:44]=[CH:43][CH:42]=[C:41]([C:39]4[CH:38]=[N:37][N:36]([CH3:35])[CH:40]=4)[CH:46]=3)[N:17]=2)[CH2:9]1)=[O:7])([CH3:4])([CH3:3])[CH3:2], predict the reactants needed to synthesize it. The reactants are: [C:1]([O:5][C:6]([N:8]1[CH2:13][CH2:12][CH2:11][CH:10]([CH2:14][NH:15][C:16]2[C:21]([C:22]3[CH:23]=[N:24][N:25]([CH3:27])[CH:26]=3)=[CH:20][N:19]=[C:18](Cl)[N:17]=2)[CH2:9]1)=[O:7])([CH3:4])([CH3:3])[CH3:2].C(=O)([O-])[O-].[K+].[K+].[CH3:35][N:36]1[CH:40]=[C:39]([C:41]2[CH:46]=[CH:45][CH:44]=[C:43](B3OC(C)(C)C(C)(C)O3)[CH:42]=2)[CH:38]=[N:37]1. (5) Given the product [Cl:6][CH2:7][CH2:8][CH2:9][CH2:10][C:11]([C:2]1[S:1][CH:5]=[CH:4][CH:3]=1)=[O:12], predict the reactants needed to synthesize it. The reactants are: [S:1]1[CH:5]=[CH:4][CH:3]=[CH:2]1.[Cl:6][CH2:7][CH2:8][CH2:9][CH2:10][C:11](Cl)=[O:12]. (6) Given the product [C:5]([O:4][NH:26][C:10](=[NH:9])[CH2:11][C:12]1([N:17]2[C:21]3=[N:22][CH:23]=[CH:24][CH:25]=[C:20]3[CH:19]=[CH:18]2)[CH2:13][CH2:14][CH2:15][CH2:16]1)(=[O:7])[CH3:6], predict the reactants needed to synthesize it. The reactants are: C([O:4][C:5](=[O:7])[CH3:6])(=O)C.O[NH:9][C:10](=[NH:26])[CH2:11][C:12]1([N:17]2[C:21]3=[N:22][CH:23]=[CH:24][CH:25]=[C:20]3[CH:19]=[CH:18]2)[CH2:16][CH2:15][CH2:14][CH2:13]1.C(OCC)(=O)C.C([O-])(O)=O.[Na+]. (7) Given the product [NH2:1][C:2]1[C:3]2[C:10]([C:26]3[CH:25]=[N:24][C:33]4[C:28]([CH:27]=3)=[CH:29][CH:30]=[CH:31][CH:32]=4)=[CH:9][N:8]([CH2:12][C@@H:13]([NH:16][C:17](=[O:23])[O:18][C:19]([CH3:22])([CH3:21])[CH3:20])[CH:14]=[CH2:15])[C:4]=2[N:5]=[CH:6][N:7]=1, predict the reactants needed to synthesize it. The reactants are: [NH2:1][C:2]1[C:3]2[C:10](I)=[CH:9][N:8]([CH2:12][C@@H:13]([NH:16][C:17](=[O:23])[O:18][C:19]([CH3:22])([CH3:21])[CH3:20])[CH:14]=[CH2:15])[C:4]=2[N:5]=[CH:6][N:7]=1.[N:24]1[C:33]2[C:28](=[CH:29][CH:30]=[CH:31][CH:32]=2)[CH:27]=[C:26](B(O)O)[CH:25]=1.C(=O)([O-])[O-].[Cs+].[Cs+].COCCOC. (8) Given the product [CH2:2]([O:4][C:5]([C@@H:7]1[CH2:12][CH2:11][CH2:10][CH2:9][C@@H:8]1[NH2:13])=[O:6])[CH3:3], predict the reactants needed to synthesize it. The reactants are: Cl.[CH2:2]([O:4][C:5]([C@@H:7]1[CH2:12][CH2:11][CH2:10][CH2:9][C@@H:8]1[NH2:13])=[O:6])[CH3:3]. (9) Given the product [N:1]1([CH2:7][CH2:8][N:9]2[CH2:14][CH2:13][C:12](=[N:17][OH:18])[CH2:11][CH2:10]2)[CH2:6][CH2:5][CH2:4][CH2:3][CH2:2]1, predict the reactants needed to synthesize it. The reactants are: [N:1]1([CH2:7][CH2:8][N:9]2[CH2:14][CH2:13][C:12](=O)[CH2:11][CH2:10]2)[CH2:6][CH2:5][CH2:4][CH2:3][CH2:2]1.Cl.[NH2:17][OH:18]. (10) Given the product [C:1]([O:5][C:6]([NH:8][C:9]1[CH:14]=[C:13]([O:15][C:16]2[CH:17]=[C:18]([CH2:22][CH2:23][C:24]([OH:26])=[O:25])[CH:19]=[CH:20][CH:21]=2)[CH:12]=[CH:11][N:10]=1)=[O:7])([CH3:4])([CH3:2])[CH3:3], predict the reactants needed to synthesize it. The reactants are: [C:1]([O:5][C:6]([NH:8][C:9]1[CH:14]=[C:13]([O:15][C:16]2[CH:17]=[C:18]([CH2:22][CH2:23][C:24]([O:26]C)=[O:25])[CH:19]=[CH:20][CH:21]=2)[CH:12]=[CH:11][N:10]=1)=[O:7])([CH3:4])([CH3:3])[CH3:2].[OH-].[Na+].